Task: Predict the reactants needed to synthesize the given product.. Dataset: Full USPTO retrosynthesis dataset with 1.9M reactions from patents (1976-2016) (1) Given the product [NH2:6][C:7]1[CH:14]=[C:13]([S:4][CH:2]([CH3:3])[CH3:1])[C:10]([C:11]#[N:12])=[CH:9][N:8]=1, predict the reactants needed to synthesize it. The reactants are: [CH3:1][CH:2]([S-:4])[CH3:3].[Na+].[NH2:6][C:7]1[CH:14]=[C:13](F)[C:10]([C:11]#[N:12])=[CH:9][N:8]=1. (2) The reactants are: [F:1][C:2]1[CH:7]=[C:6]([C:8](C)=[CH2:9])[CH:5]=[CH:4][C:3]=1[C@@H:11]([NH:13][C:14](=[O:20])[O:15][C:16]([CH3:19])([CH3:18])[CH3:17])[CH3:12].C(Cl)Cl.CSC.CC[O:29]C(C)=O.CCCCCCC. Given the product [C:8]([C:6]1[CH:5]=[CH:4][C:3]([C@@H:11]([NH:13][C:14](=[O:20])[O:15][C:16]([CH3:19])([CH3:18])[CH3:17])[CH3:12])=[C:2]([F:1])[CH:7]=1)(=[O:29])[CH3:9], predict the reactants needed to synthesize it. (3) Given the product [CH:19]1([N:16]2[CH2:17][CH2:18][C:11]3([CH2:12][CH2:13][N:8]([C:5]4[N:6]=[N:7][C:2]([C:23]#[N:24])=[CH:3][CH:4]=4)[CH2:9][CH2:10]3)[CH2:14][CH2:15]2)[CH2:22][CH2:21][CH2:20]1, predict the reactants needed to synthesize it. The reactants are: Cl[C:2]1[N:7]=[N:6][C:5]([N:8]2[CH2:13][CH2:12][C:11]3([CH2:18][CH2:17][N:16]([CH:19]4[CH2:22][CH2:21][CH2:20]4)[CH2:15][CH2:14]3)[CH2:10][CH2:9]2)=[CH:4][CH:3]=1.[CH3:23][N:24](C=O)C. (4) Given the product [CH:1]1([CH:4]([O:10][C:11]2[C:20]3[C:15](=[CH:16][CH:17]=[CH:18][CH:19]=3)[CH:14]=[CH:13][CH:12]=2)[C:5]([OH:7])=[O:6])[CH2:3][CH2:2]1, predict the reactants needed to synthesize it. The reactants are: [CH:1]1([CH:4]([O:10][C:11]2[C:20]3[C:15](=[CH:16][CH:17]=[CH:18][CH:19]=3)[CH:14]=[CH:13][CH:12]=2)[C:5]([O:7]CC)=[O:6])[CH2:3][CH2:2]1.[OH-].[Na+]. (5) Given the product [Br:1][C:2]1[C:3]2[CH2:9][NH:10][C:11]3[N:12]=[C:13]([NH:18][C:19]4[CH:24]=[CH:23][CH:22]=[C:21]([CH:20]=4)[CH2:25][CH2:26][CH2:27][O:8][C:5]([CH:4]=2)=[CH:6][CH:7]=1)[N:14]=[CH:15][C:16]=3[Cl:17], predict the reactants needed to synthesize it. The reactants are: [Br:1][C:2]1[CH:7]=[CH:6][C:5]([OH:8])=[CH:4][C:3]=1[CH2:9][NH:10][C:11]1[C:16]([Cl:17])=[CH:15][N:14]=[C:13]([NH:18][C:19]2[CH:24]=[CH:23][CH:22]=[C:21]([CH2:25][CH2:26][CH2:27]Br)[CH:20]=2)[N:12]=1.[OH-].[Na+]. (6) Given the product [CH3:1][N:2]1[C:6]([CH:7]2[CH:16]([C:15]([NH:32][C:31]3[CH:33]=[CH:34][CH:35]=[C:29]([O:28][CH3:27])[CH:30]=3)=[O:26])[C:17]3[C:18](=[CH:22][CH:23]=[CH:24][CH:25]=3)[C:19](=[O:21])[N:14]2[CH2:13][CH2:12][O:11][CH3:10])=[CH:5][C:4]([CH3:9])=[N:3]1, predict the reactants needed to synthesize it. The reactants are: [CH3:1][N:2]1[C:6]([CH:7]=O)=[CH:5][C:4]([CH3:9])=[N:3]1.[CH3:10][O:11][CH2:12][CH2:13][NH2:14].[C:15]1(=[O:26])[O:21][C:19](=O)[C:18]2=[CH:22][CH:23]=[CH:24][CH:25]=[C:17]2[CH2:16]1.[CH3:27][O:28][C:29]1[CH:30]=[C:31]([CH:33]=[CH:34][CH:35]=1)[NH2:32]. (7) Given the product [C:1]([O:4][C@H:5]([CH3:25])[CH2:6][CH2:7][CH2:8][CH2:9][N:10]1[C:15](=[O:16])[C:14]2[C:17](=[O:22])[CH:18]=[C:19]([CH3:21])[N:20]([CH2:26][C:27]3[CH:32]=[CH:31][CH:30]=[CH:29][CH:28]=3)[C:13]=2[N:12]([CH3:23])[C:11]1=[O:24])(=[O:3])[CH3:2], predict the reactants needed to synthesize it. The reactants are: [C:1]([O:4][C@H:5]([CH3:25])[CH2:6][CH2:7][CH2:8][CH2:9][N:10]1[C:15](=[O:16])[C:14]2[C:17](=[O:22])[CH:18]=[C:19]([CH3:21])[NH:20][C:13]=2[N:12]([CH3:23])[C:11]1=[O:24])(=[O:3])[CH3:2].[CH2:26](Br)[C:27]1[CH:32]=[CH:31][CH:30]=[CH:29][CH:28]=1.C(=O)([O-])[O-].[K+].[K+]. (8) Given the product [F:12][C:13]1[CH:14]=[CH:15][C:16]([N:19]2[C:27]3[C:22](=[C:23]([O:28][CH2:29][C@@H:30]([NH:32][S:7]([C:6]4[C:5]([CH3:11])=[N:4][NH:3][C:2]=4[CH3:1])(=[O:9])=[O:8])[CH3:31])[CH:24]=[CH:25][CH:26]=3)[CH:21]=[N:20]2)=[CH:17][CH:18]=1, predict the reactants needed to synthesize it. The reactants are: [CH3:1][C:2]1[C:6]([S:7](Cl)(=[O:9])=[O:8])=[C:5]([CH3:11])[NH:4][N:3]=1.[F:12][C:13]1[CH:18]=[CH:17][C:16]([N:19]2[C:27]3[C:22](=[C:23]([O:28][CH2:29][C@@H:30]([NH2:32])[CH3:31])[CH:24]=[CH:25][CH:26]=3)[CH:21]=[N:20]2)=[CH:15][CH:14]=1.CCN(C(C)C)C(C)C.